Dataset: Catalyst prediction with 721,799 reactions and 888 catalyst types from USPTO. Task: Predict which catalyst facilitates the given reaction. (1) Reactant: [N+:1]([C:4]1[CH:9]=[CH:8][C:7]([OH:10])=[CH:6][C:5]=1[C:11]([F:14])([F:13])[F:12])([O-:3])=[O:2].C(=O)([O-])[O-].[K+].[K+].Br[CH2:22][C:23]([O:25]CC)=[O:24]. Product: [N+:1]([C:4]1[CH:9]=[CH:8][C:7]([O:10][CH2:22][C:23]([OH:25])=[O:24])=[CH:6][C:5]=1[C:11]([F:12])([F:13])[F:14])([O-:3])=[O:2]. The catalyst class is: 21. (2) Reactant: [OH:1][C:2]1[CH:7]=[CH:6][C:5]([C:8]2[O:9][C:10]3[CH:19]=[CH:18][C:17]([NH:20][C:21](=[O:23])[CH3:22])=[CH:16][C:11]=3[C:12](=[O:15])[C:13]=2[OH:14])=[CH:4][CH:3]=1. Product: [OH:1][C:2]1[CH:3]=[CH:4][C:5]([C:8]2[O:9][C:10]3[CH:19]=[CH:18][C:17]([NH:20][C:21](=[O:23])[CH3:22])=[CH:16][C:11]=3[C:12](=[O:15])[C:13]=2[O:14][CH2:8][C:5]2[CH:6]=[CH:7][CH:2]=[CH:3][CH:4]=2)=[CH:6][CH:7]=1. The catalyst class is: 147.